Regression. Given a peptide amino acid sequence and an MHC pseudo amino acid sequence, predict their binding affinity value. This is MHC class I binding data. From a dataset of Peptide-MHC class I binding affinity with 185,985 pairs from IEDB/IMGT. (1) The peptide sequence is HYMLKHLVW. The MHC is HLA-C04:01 with pseudo-sequence HLA-C04:01. The binding affinity (normalized) is 0.213. (2) The peptide sequence is IHAEFQASL. The MHC is HLA-A01:01 with pseudo-sequence HLA-A01:01. The binding affinity (normalized) is 0.0847. (3) The peptide sequence is LYACIQSKQA. The MHC is Patr-A0901 with pseudo-sequence Patr-A0901. The binding affinity (normalized) is 0.116.